Dataset: Forward reaction prediction with 1.9M reactions from USPTO patents (1976-2016). Task: Predict the product of the given reaction. (1) Given the reactants [CH3:1][C:2]1[CH:7]=[CH:6][C:5]([C:8]2[O:9][C:10]([CH3:13])=[N:11][N:12]=2)=[CH:4][C:3]=1[C:14]1[CH:19]=[CH:18][C:17]([C:20](O)=[O:21])=[CH:16][CH:15]=1.[OH:23][C:24]1[CH:31]=[CH:30][C:27]([CH2:28][NH2:29])=[CH:26][CH:25]=1, predict the reaction product. The product is: [OH:23][C:24]1[CH:31]=[CH:30][C:27]([CH2:28][NH:29][C:20]([C:17]2[CH:18]=[CH:19][C:14]([C:3]3[CH:4]=[C:5]([C:8]4[O:9][C:10]([CH3:13])=[N:11][N:12]=4)[CH:6]=[CH:1][C:2]=3[CH3:7])=[CH:15][CH:16]=2)=[O:21])=[CH:26][CH:25]=1. (2) Given the reactants [Si:1]([O:8][C@H:9]([C@H:34]1[CH2:38][C@@H:37]([O:39][CH2:40][CH2:41][CH3:42])[CH2:36][N:35]1[C:43]([O:45][C:46]([CH3:49])([CH3:48])[CH3:47])=[O:44])[C@@H:10]([NH:20]C(=O)C1C=C(C)C=C(C(OC)=O)C=1)[CH2:11][C:12]1[CH:17]=[C:16]([F:18])[CH:15]=[C:14]([F:19])[CH:13]=1)([C:4]([CH3:7])([CH3:6])[CH3:5])([CH3:3])[CH3:2].[OH:50][C:51]1[CH:52]=[C:53]([CH:57]=[C:58]([N:60]2[CH2:64][CH2:63][CH2:62][C:61]2=[O:65])[CH:59]=1)[C:54]([OH:56])=O.BrC1C=C(C=C(C(OC)=O)C=1)C(N[C@@H](CC1C=C(F)C=C(F)C=1)[C@@H]([C@H]1C[C@@H](OCCC)CN1C(OC(C)(C)C)=O)O[Si](C(C)(C)C)(C)C)=O.N([O-])=O.[Na+], predict the reaction product. The product is: [Si:1]([O:8][C@H:9]([C@H:34]1[CH2:38][C@@H:37]([O:39][CH2:40][CH2:41][CH3:42])[CH2:36][N:35]1[C:43]([O:45][C:46]([CH3:47])([CH3:49])[CH3:48])=[O:44])[C@@H:10]([NH:20][C:54](=[O:56])[C:53]1[CH:57]=[C:58]([N:60]2[CH2:64][CH2:63][CH2:62][C:61]2=[O:65])[CH:59]=[C:51]([OH:50])[CH:52]=1)[CH2:11][C:12]1[CH:17]=[C:16]([F:18])[CH:15]=[C:14]([F:19])[CH:13]=1)([C:4]([CH3:7])([CH3:5])[CH3:6])([CH3:3])[CH3:2]. (3) Given the reactants [CH2:1]([O:8][C:9]1[CH:14]=[CH:13][N:12]([C:15]2[CH:16]=[CH:17][C:18]3[S:34][C:21]4[CH2:22][CH2:23][N:24](C(OC(C)(C)C)=O)[CH2:25][CH2:26][C:20]=4[C:19]=3[CH:35]=2)[C:11](=[O:36])[CH:10]=1)[C:2]1[CH:7]=[CH:6][CH:5]=[CH:4][CH:3]=1.[ClH:37], predict the reaction product. The product is: [ClH:37].[CH2:1]([O:8][C:9]1[CH:14]=[CH:13][N:12]([C:15]2[CH:16]=[CH:17][C:18]3[S:34][C:21]4[CH2:22][CH2:23][NH:24][CH2:25][CH2:26][C:20]=4[C:19]=3[CH:35]=2)[C:11](=[O:36])[CH:10]=1)[C:2]1[CH:7]=[CH:6][CH:5]=[CH:4][CH:3]=1. (4) Given the reactants [Br:1][C:2]1[CH:3]=[N:4][C:5]2[N:6]([N:8]=[C:9]([C:11]([OH:13])=O)[CH:10]=2)[CH:7]=1.[F:14][C:15]1[CH:16]=[C:17]2[C:22](=[CH:23][CH:24]=1)[CH:21]([CH3:25])[NH:20][CH2:19][CH2:18]2, predict the reaction product. The product is: [Br:1][C:2]1[CH:3]=[N:4][C:5]2[N:6]([N:8]=[C:9]([C:11]([N:20]3[CH2:19][CH2:18][C:17]4[C:22](=[CH:23][CH:24]=[C:15]([F:14])[CH:16]=4)[CH:21]3[CH3:25])=[O:13])[CH:10]=2)[CH:7]=1. (5) Given the reactants Cl.[N:2]1[CH:3]=[N:4][N:5]2[CH:10]=[C:9]([C:11]3[CH:20]=[C:19]4[C:14]([C@H:15]([C:21]5[CH:26]=[CH:25][C:24]([Cl:27])=[C:23]([Cl:28])[CH:22]=5)[CH2:16][NH:17][CH2:18]4)=[CH:13][CH:12]=3)[CH:8]=[CH:7][C:6]=12.[OH2:29], predict the reaction product. The product is: [OH2:29].[CH:7]([O-:29])([CH3:8])[CH3:6].[ClH:27].[N:2]1[CH:3]=[N:4][N:5]2[CH:10]=[C:9]([C:11]3[CH:20]=[C:19]4[C:14]([C@H:15]([C:21]5[CH:26]=[CH:25][C:24]([Cl:27])=[C:23]([Cl:28])[CH:22]=5)[CH2:16][NH:17][CH2:18]4)=[CH:13][CH:12]=3)[CH:8]=[CH:7][C:6]=12. (6) The product is: [F:24][C:17]1[CH:16]=[C:15]([CH:5]([CH2:11][CH:12]([CH3:14])[CH3:13])[C:4]([OH:25])=[O:3])[CH:20]=[CH:19][C:18]=1[N+:21]([O-:23])=[O:22]. Given the reactants C([O:3][C:4](=[O:25])[C:5]([C:15]1[CH:20]=[CH:19][C:18]([N+:21]([O-:23])=[O:22])=[C:17]([F:24])[CH:16]=1)([CH2:11][CH:12]([CH3:14])[CH3:13])C(OCC)=O)C, predict the reaction product. (7) Given the reactants Cl[C:2]1[CH:17]=[C:16]([CH:18]([CH3:20])[CH3:19])[C:5]([C:6]([NH:8][CH2:9][CH:10]2[CH2:15][CH2:14][O:13][CH2:12][CH2:11]2)=[O:7])=[CH:4][N:3]=1.[Br:21][C:22]1[CH:23]=[C:24]([CH:26]=[CH:27][C:28]=1[Br:29])[NH2:25], predict the reaction product. The product is: [Br:21][C:22]1[CH:23]=[C:24]([NH:25][C:2]2[CH:17]=[C:16]([CH:18]([CH3:20])[CH3:19])[C:5]([C:6]([NH:8][CH2:9][CH:10]3[CH2:15][CH2:14][O:13][CH2:12][CH2:11]3)=[O:7])=[CH:4][N:3]=2)[CH:26]=[CH:27][C:28]=1[Br:29]. (8) Given the reactants [NH:1]1[CH2:6][CH2:5][CH:4]([N:7]2[CH:11]=[C:10]([C:12]3[CH:17]=[CH:16][CH:15]=[CH:14][N:13]=3)[NH:9][C:8]2=[O:18])[CH2:3][CH2:2]1.[Cl:19][C:20]1[C:28]2[NH:27][N:26]=[CH:25][C:24]=2[C:23]2[CH2:29][N:30]([CH2:55][C:56]([CH3:59])([CH3:58])[CH3:57])[C:31](=[O:54])[C@H:32]([CH2:34][C:35](=[O:53])N3CCC(N4CC5C(=CC=CC=5)NC4=O)CC3)[CH2:33][C:22]=2[CH:21]=1, predict the reaction product. The product is: [Cl:19][C:20]1[C:28]2[NH:27][N:26]=[CH:25][C:24]=2[C:23]2[CH2:29][N:30]([CH2:55][C:56]([CH3:59])([CH3:58])[CH3:57])[C:31](=[O:54])[C@H:32]([CH2:34][C:35](=[O:53])[N:1]3[CH2:2][CH2:3][CH:4]([N:7]4[CH:11]=[C:10]([C:12]5[CH:17]=[CH:16][CH:15]=[CH:14][N:13]=5)[NH:9][C:8]4=[O:18])[CH2:5][CH2:6]3)[CH2:33][C:22]=2[CH:21]=1. (9) The product is: [C:39]([O:38][C:36](=[O:37])[NH:43][CH2:44][CH2:45][C:46]([NH:1][C:2]1[CH:7]=[CH:6][CH:5]=[C:4]([C:8]2[CH:13]=[C:12]([C:14]3[CH:19]=[CH:18][C:17]([CH3:20])=[CH:16][C:15]=3[O:21][CH2:22][O:23][CH2:24][CH3:25])[N:11]=[C:10]([NH:26][C:27]([C:29]3[S:30][CH:31]=[CH:32][CH:33]=3)=[O:28])[C:9]=2[C:34]#[N:35])[CH:3]=1)=[O:47])([CH3:42])([CH3:40])[CH3:41]. Given the reactants [NH2:1][C:2]1[CH:3]=[C:4]([C:8]2[CH:13]=[C:12]([C:14]3[CH:19]=[CH:18][C:17]([CH3:20])=[CH:16][C:15]=3[O:21][CH2:22][O:23][CH2:24][CH3:25])[N:11]=[C:10]([NH:26][C:27]([C:29]3[S:30][CH:31]=[CH:32][CH:33]=3)=[O:28])[C:9]=2[C:34]#[N:35])[CH:5]=[CH:6][CH:7]=1.[C:36]([NH:43][CH2:44][CH2:45][C:46](O)=[O:47])([O:38][C:39]([CH3:42])([CH3:41])[CH3:40])=[O:37].C1C=CC2N(O)N=NC=2C=1, predict the reaction product.